Dataset: Choline transporter screen with 302,306 compounds. Task: Binary Classification. Given a drug SMILES string, predict its activity (active/inactive) in a high-throughput screening assay against a specified biological target. (1) The molecule is S(=O)(=O)(N1CCC(CC1)C(O)=O)c1ccc(Oc2ccccc2)cc1. The result is 0 (inactive). (2) The molecule is s1c(N2CCC(CC2)C(=O)NCc2ccc(OCCC)cc2)nnc1N1CCCC1=O. The result is 0 (inactive). (3) The compound is S(=O)(=O)(N1CCc2c1cccc2)c1c(noc1/C=C\N(C)C)C. The result is 0 (inactive). (4) The result is 0 (inactive). The drug is O=C(N1CCN(CC1)c1ccc(NC(=O)c2oc([N+]([O-])=O)cc2)cc1)c1c(cccc1)C. (5) The molecule is Brc1c(OCC(=O)NC2CCCC2)cccc1. The result is 0 (inactive). (6) The molecule is O=c1n(c(=O)n(c2cn(C3CCCCC3)c(c12)c1cc(ccc1)C)C)C. The result is 0 (inactive). (7) The compound is S(CCCNC(=O)c1cc(OC2CCN(CC2)C(C)C)c(OC)cc1)C. The result is 1 (active). (8) The drug is [O-][N+](=O)c1c(N\N=C(\CC)CC)ccc([N+]([O-])=O)c1. The result is 0 (inactive). (9) The drug is O=C(Nc1ccc(cc1)C)C(/NC(=O)c1ccccc1)=C/c1ccncc1. The result is 0 (inactive).